Predict which catalyst facilitates the given reaction. From a dataset of Catalyst prediction with 721,799 reactions and 888 catalyst types from USPTO. (1) Reactant: [CH:1]1([CH2:4][O:5][C:6]2[CH:7]=[CH:8][C:9]3[O:13][C:12]([CH:14]([NH:18][C:19]4[CH:20]=[CH:21][C:22](C(O)=O)=[N:23][CH:24]=4)[CH:15]([CH3:17])[CH3:16])=[C:11]([CH3:28])[C:10]=3[CH:29]=2)[CH2:3][CH2:2]1.CNC[CH2:33][C:34]([O:36][CH2:37][CH3:38])=[O:35].O.ON1C2C=CC=CC=2N=N1.Cl.C(N=C=NCCCN(C)C)C.[Cl-].[NH4+].[CH3:64][N:65]([CH3:68])[CH:66]=[O:67]. Product: [CH:1]1([CH2:4][O:5][C:6]2[CH:7]=[CH:8][C:9]3[O:13][C:12]([CH:14]([NH:18][C:19]4[CH:20]=[CH:21][C:22]([C:66]([N:65]([CH3:68])[CH2:64][CH2:33][C:34]([O:36][CH2:37][CH3:38])=[O:35])=[O:67])=[N:23][CH:24]=4)[CH:15]([CH3:17])[CH3:16])=[C:11]([CH3:28])[C:10]=3[CH:29]=2)[CH2:3][CH2:2]1. The catalyst class is: 66. (2) Reactant: [C:1]([O:5][C:6]([NH:8][CH2:9][CH2:10][CH2:11][O:12][C:13]1[CH:14]=[C:15]([CH:19]=[C:20]([OH:22])[CH:21]=1)[C:16]([OH:18])=[O:17])=[O:7])([CH3:4])([CH3:3])[CH3:2].O[N:24]1[C:28](=[O:29])[CH2:27][CH2:26][C:25]1=[O:30].C1CCC(N=C=NC2CCCCC2)CC1. Product: [O:30]=[C:25]1[CH2:26][CH2:27][C:28](=[O:29])[N:24]1[O:17][C:16](=[O:18])[C:15]1[CH:19]=[C:20]([OH:22])[CH:21]=[C:13]([O:12][CH2:11][CH2:10][CH2:9][NH:8][C:6]([O:5][C:1]([CH3:4])([CH3:2])[CH3:3])=[O:7])[CH:14]=1. The catalyst class is: 1.